This data is from Forward reaction prediction with 1.9M reactions from USPTO patents (1976-2016). The task is: Predict the product of the given reaction. (1) Given the reactants [NH2:1][C:2]1[C:3]2[N:14]([CH2:15][O:16][CH2:17][C:18]3[CH:23]=[CH:22][CH:21]=[CH:20][CH:19]=3)[CH:13]=[C:12]([C:24]#[C:25][CH2:26][CH2:27][CH:28]=O)[C:4]=2[N:5]=[C:6]([CH2:8][CH2:9][CH2:10][CH3:11])[N:7]=1.Cl.[OH:31][CH:32]1[CH2:35][NH:34][CH2:33]1.C(N(CC)CC)C.C(O[BH-](OC(=O)C)OC(=O)C)(=O)C.[Na+], predict the reaction product. The product is: [NH2:1][C:2]1[C:3]2[N:14]([CH2:15][O:16][CH2:17][C:18]3[CH:19]=[CH:20][CH:21]=[CH:22][CH:23]=3)[CH:13]=[C:12]([C:24]#[C:25][CH2:26][CH2:27][CH2:28][N:34]3[CH2:35][CH:32]([OH:31])[CH2:33]3)[C:4]=2[N:5]=[C:6]([CH2:8][CH2:9][CH2:10][CH3:11])[N:7]=1. (2) Given the reactants [CH3:1][C@@:2]12[C:16]([CH3:18])([CH3:17])[C@@H:5]([CH2:6][C@@:7]31[C@@H:12]([CH3:13])[CH2:11][O:10][C:9]([CH3:15])([CH3:14])[O:8]3)[CH2:4][CH2:3]2, predict the reaction product. The product is: [CH3:1][C@@:2]12[C:16]([CH3:17])([CH3:18])[C@@H:5]([CH2:6][C@@:7]31[C@H:12]([CH3:13])[CH2:11][O:10][C:9]([CH3:15])([CH3:14])[O:8]3)[CH2:4][CH2:3]2. (3) Given the reactants Br[CH2:2][C:3]1[CH:8]=[CH:7][C:6]([N+:9]([O-:11])=[O:10])=[CH:5][CH:4]=1.[C:12]1(=[O:22])[NH:16][C:15](=[O:17])[C:14]2=[CH:18][CH:19]=[CH:20][CH:21]=[C:13]12.[K].CN(C)C=O, predict the reaction product. The product is: [N+:9]([C:6]1[CH:7]=[CH:8][C:3]([CH2:2][N:16]2[C:12](=[O:22])[C:13]3[C:14](=[CH:18][CH:19]=[CH:20][CH:21]=3)[C:15]2=[O:17])=[CH:4][CH:5]=1)([O-:11])=[O:10]. (4) Given the reactants [F:1][C:2]1[CH:21]=[CH:20][C:5]2[C:6]([C:9]3[CH:14]=[CH:13][C:12]([O:15][CH2:16][C@H:17]4[CH2:19][O:18]4)=[CH:11][CH:10]=3)=[N:7][O:8][C:4]=2[CH:3]=1.[CH2:22]([NH:24][CH2:25][CH3:26])[CH3:23], predict the reaction product. The product is: [CH2:22]([N:24]([CH2:25][CH3:26])[CH2:19][C@@H:17]([OH:18])[CH2:16][O:15][C:12]1[CH:13]=[CH:14][C:9]([C:6]2[C:5]3[CH:20]=[CH:21][C:2]([F:1])=[CH:3][C:4]=3[O:8][N:7]=2)=[CH:10][CH:11]=1)[CH3:23].